Dataset: Reaction yield outcomes from USPTO patents with 853,638 reactions. Task: Predict the reaction yield, written as a fraction of the theoretical maximum amount of product (1.0 means a 100% yield; for example, 0.34 means a 34% yield). The reactants are [NH2:1][C:2]1[C:3]2[C:10]([C:11]3[CH:19]=[CH:18][C:14]([C:15]([OH:17])=O)=[CH:13][CH:12]=3)=[C:9]([CH3:20])[S:8][C:4]=2[N:5]=[CH:6][N:7]=1.[CH:21]1[CH:22]=[CH:23][C:24]2N(O)N=[N:27][C:25]=2[CH:26]=1.NC1C=CC=CC=1.CN1CCOCC1.CCN=C=NCCCN(C)C.Cl. The catalyst is CN(C=O)C. The product is [NH2:1][C:2]1[C:3]2[C:10]([C:11]3[CH:12]=[CH:13][C:14]([C:15]([NH:27][C:25]4[CH:26]=[CH:21][CH:22]=[CH:23][CH:24]=4)=[O:17])=[CH:18][CH:19]=3)=[C:9]([CH3:20])[S:8][C:4]=2[N:5]=[CH:6][N:7]=1. The yield is 0.750.